From a dataset of Catalyst prediction with 721,799 reactions and 888 catalyst types from USPTO. Predict which catalyst facilitates the given reaction. (1) Reactant: C([O:3][C:4](=O)[CH2:5][CH2:6][CH2:7][CH2:8][CH2:9][CH2:10][O:11][C:12]1[CH:17]=[CH:16][CH:15]=[CH:14][CH:13]=1)C.[H-].C([Al+]CC(C)C)C(C)C. Product: [O:11]([CH2:10][CH2:9][CH2:8][CH2:7][CH2:6][CH2:5][CH:4]=[O:3])[C:12]1[CH:17]=[CH:16][CH:15]=[CH:14][CH:13]=1. The catalyst class is: 1. (2) Reactant: O=[C:2]([CH3:15])[CH:3]([C:9]1[CH:14]=[CH:13][CH:12]=[CH:11][CH:10]=1)[C:4]([O:6]CC)=O.Cl.[C:17](=[NH:22])([NH2:21])[CH2:18][CH2:19][CH3:20].N12CCCN=C1CCCCC2.C(OCC)(=O)C. Product: [CH3:15][C:2]1[N:21]=[C:17]([CH2:18][CH2:19][CH3:20])[NH:22][C:4](=[O:6])[C:3]=1[C:9]1[CH:10]=[CH:11][CH:12]=[CH:13][CH:14]=1. The catalyst class is: 35. (3) Product: [ClH:1].[ClH:1].[ClH:1].[NH2:4][C:5]1[CH:6]=[C:7]([CH2:16][CH2:17][CH2:18][CH2:19][CH2:20][CH2:21][NH:22][C@H:23]2[CH2:32][CH2:31][C:30]3[C:25](=[CH:26][CH:27]=[C:28]([OH:33])[CH:29]=3)[C@H:24]2[CH2:35][C:36]2[CH:37]=[N:38][CH:39]=[CH:40][CH:41]=2)[C:8]([F:15])=[C:9]([S:11]([NH2:14])(=[O:12])=[O:13])[CH:10]=1. Reactant: [ClH:1].Cl.Cl.[NH2:4][C:5]1[CH:6]=[C:7]([CH2:16][CH2:17][CH2:18][CH2:19][CH2:20][CH2:21][NH:22][C@H:23]2[CH2:32][CH2:31][C:30]3[C:25](=[CH:26][CH:27]=[C:28]([O:33]C)[CH:29]=3)[C@H:24]2[CH2:35][C:36]2[CH:37]=[N:38][CH:39]=[CH:40][CH:41]=2)[C:8]([F:15])=[C:9]([S:11]([NH2:14])(=[O:13])=[O:12])[CH:10]=1.B(Br)(Br)Br. The catalyst class is: 2. (4) Reactant: [Br:1][C:2]1[CH:3]=[C:4]2[C:8](=[CH:9][CH:10]=1)[NH:7][C:6](=[O:11])[C:5]12[O:16][CH2:15][CH2:14][CH2:13][O:12]1.[OH-].[CH2:18]([N+:25](C)(C)C)[C:19]1C=CC=[CH:21][CH:20]=1.CCO. Product: [Br:1][C:2]1[CH:3]=[C:4]2[C:8](=[CH:9][CH:10]=1)[N:7]([CH:20]([CH3:21])[CH2:19][C:18]#[N:25])[C:6](=[O:11])[C:5]12[O:16][CH2:15][CH2:14][CH2:13][O:12]1. The catalyst class is: 6. (5) Reactant: [Cl:1][C:2]1[C:9]([CH3:10])=[C:8](F)[CH:7]=[CH:6][C:3]=1[C:4]#[N:5].[NH2:12][C@@H:13]([C:16]([OH:18])=[O:17])[CH2:14][OH:15].C([O-])([O-])=O.[K+].[K+].C(O)(=O)CC(CC(O)=O)(C(O)=O)O. Product: [Cl:1][C:2]1[C:9]([CH3:10])=[C:8]([NH:12][C@H:13]([CH2:14][OH:15])[C:16]([OH:18])=[O:17])[CH:7]=[CH:6][C:3]=1[C:4]#[N:5]. The catalyst class is: 16.